This data is from Full USPTO retrosynthesis dataset with 1.9M reactions from patents (1976-2016). The task is: Predict the reactants needed to synthesize the given product. (1) Given the product [CH2:16]([C:23]1[N:27]=[C:26]([NH:28][C:2]2[CH:3]=[CH:4][C:5]([N:10]3[CH:14]=[C:13]([CH3:15])[N:12]=[CH:11]3)=[C:6]([CH:9]=2)[C:7]#[N:8])[S:25][N:24]=1)[C:17]1[CH:18]=[CH:19][CH:20]=[CH:21][CH:22]=1, predict the reactants needed to synthesize it. The reactants are: Br[C:2]1[CH:3]=[CH:4][C:5]([N:10]2[CH:14]=[C:13]([CH3:15])[N:12]=[CH:11]2)=[C:6]([CH:9]=1)[C:7]#[N:8].[CH2:16]([C:23]1[N:27]=[C:26]([NH2:28])[S:25][N:24]=1)[C:17]1[CH:22]=[CH:21][CH:20]=[CH:19][CH:18]=1. (2) The reactants are: [CH:1]1([C:4]([C:6](=[CH:12]N(C)C)[C:7]([O:9][CH2:10][CH3:11])=[O:8])=O)[CH2:3][CH2:2]1.Cl.[N:17]1([C:23](=[NH:25])[NH2:24])[CH2:22][CH2:21][O:20][CH2:19][CH2:18]1.[O-]CC.[Na+]. Given the product [CH:1]1([C:4]2[C:6]([C:7]([O:9][CH2:10][CH3:11])=[O:8])=[CH:12][N:24]=[C:23]([N:17]3[CH2:22][CH2:21][O:20][CH2:19][CH2:18]3)[N:25]=2)[CH2:3][CH2:2]1, predict the reactants needed to synthesize it. (3) Given the product [C:20]([C:16]1[O:15][CH:19]=[CH:18][CH:17]=1)#[C:1][CH2:2][CH2:3][CH2:4][CH3:5], predict the reactants needed to synthesize it. The reactants are: [CH:1]#[C:2][CH2:3][CH2:4][CH2:5]C.C1(C#C)C=CC=CC=1.[O:15]1[CH:19]=[CH:18][CH:17]=[C:16]1[C:20]#N. (4) Given the product [C:1]([NH:9][C:10]1[C:15]([I:16])=[CH:14][N:13]([CH2:21][C:22]([O:24][CH2:25][CH3:26])=[O:23])[C:12](=[O:17])[N:11]=1)(=[O:8])[C:2]1[CH:7]=[CH:6][CH:5]=[CH:4][CH:3]=1, predict the reactants needed to synthesize it. The reactants are: [C:1]([NH:9][C:10]1[C:15]([I:16])=[CH:14][NH:13][C:12](=[O:17])[N:11]=1)(=[O:8])[C:2]1[CH:7]=[CH:6][CH:5]=[CH:4][CH:3]=1.[H-].[Na+].Br[CH2:21][C:22]([O:24][CH2:25][CH3:26])=[O:23]. (5) Given the product [ClH:33].[F:1][C:2]1[CH:32]=[CH:31][C:5]([C:6]([NH:8][C:9]2[C:17]3[C:12](=[CH:13][C:14]([CH:18]4[O:23][CH2:22][CH2:21][NH:20][CH2:19]4)=[CH:15][CH:16]=3)[NH:11][N:10]=2)=[O:7])=[CH:4][CH:3]=1, predict the reactants needed to synthesize it. The reactants are: [F:1][C:2]1[CH:32]=[CH:31][C:5]([C:6]([NH:8][C:9]2[C:17]3[C:12](=[CH:13][C:14]([CH:18]4[O:23][CH2:22][CH2:21][N:20](C(OC(C)(C)C)=O)[CH2:19]4)=[CH:15][CH:16]=3)[NH:11][N:10]=2)=[O:7])=[CH:4][CH:3]=1.[ClH:33].CCOCC. (6) Given the product [N:7]1[CH:8]=[CH:9][C:4]([C:1]2[CH:2]=[CH:10][NH:11][C:13](=[O:14])[N:16]=2)=[CH:5][CH:6]=1, predict the reactants needed to synthesize it. The reactants are: [C:1]([C:4]1[CH:9]=[CH:8][N:7]=[CH:6][CH:5]=1)(=O)[CH3:2].[CH3:10][N:11]([CH:13]([N:16](C)C)[O:14]C)C.NC(N)=O. (7) Given the product [Cl:1][C:2]1[N:7]=[C:6]([O:9][C:10]2[CH:37]=[CH:36][CH:35]=[CH:34][C:11]=2[CH2:12][NH:13][C:14]([NH:16][C:17]2[N:21]([C:22]3[CH:27]=[CH:26][C:25]([O:28][CH3:29])=[CH:24][CH:23]=3)[N:20]=[C:19]([C:30]([CH3:31])([CH3:32])[CH3:33])[CH:18]=2)=[O:15])[CH:5]=[CH:4][N:3]=1, predict the reactants needed to synthesize it. The reactants are: [Cl:1][C:2]1[N:7]=[C:6](Cl)[CH:5]=[CH:4][N:3]=1.[OH:9][C:10]1[CH:37]=[CH:36][CH:35]=[CH:34][C:11]=1[CH2:12][NH:13][C:14]([NH:16][C:17]1[N:21]([C:22]2[CH:27]=[CH:26][C:25]([O:28][CH3:29])=[CH:24][CH:23]=2)[N:20]=[C:19]([C:30]([CH3:33])([CH3:32])[CH3:31])[CH:18]=1)=[O:15].[OH-].[Na+].[Cl-].[NH4+]. (8) Given the product [CH2:45]([O:44][C:42](=[O:43])/[CH:1]=[C:2](\[CH3:3])/[C:6]#[C:7][C:8]1[CH:9]=[C:10]([Cl:15])[CH:11]=[C:12]([Cl:14])[CH:13]=1)[CH3:46], predict the reactants needed to synthesize it. The reactants are: [CH3:1]/[C:2](/[C:6]#[C:7][C:8]1[CH:13]=[C:12]([Cl:14])[CH:11]=[C:10]([Cl:15])[CH:9]=1)=[CH:3]\CO.C1(P(C2C=CC=CC=2)C2C=CC=CC=2)C=CC=CC=1.N([C:42]([O:44][CH2:45][CH3:46])=[O:43])=N[C:42]([O:44][CH2:45][CH3:46])=[O:43].C(OC(=O)[C@@H](OCC)CC1C=CC(O)=CC=1)C.